Task: Regression. Given two drug SMILES strings and cell line genomic features, predict the synergy score measuring deviation from expected non-interaction effect.. Dataset: NCI-60 drug combinations with 297,098 pairs across 59 cell lines (1) Drug 1: CS(=O)(=O)C1=CC(=C(C=C1)C(=O)NC2=CC(=C(C=C2)Cl)C3=CC=CC=N3)Cl. Drug 2: CC1=C(N=C(N=C1N)C(CC(=O)N)NCC(C(=O)N)N)C(=O)NC(C(C2=CN=CN2)OC3C(C(C(C(O3)CO)O)O)OC4C(C(C(C(O4)CO)O)OC(=O)N)O)C(=O)NC(C)C(C(C)C(=O)NC(C(C)O)C(=O)NCCC5=NC(=CS5)C6=NC(=CS6)C(=O)NCCC[S+](C)C)O. Cell line: NCI/ADR-RES. Synergy scores: CSS=6.70, Synergy_ZIP=-10.8, Synergy_Bliss=-15.3, Synergy_Loewe=-19.2, Synergy_HSA=-12.7. (2) Drug 1: C1=NC2=C(N1)C(=S)N=C(N2)N. Drug 2: CN(CCCl)CCCl.Cl. Cell line: HOP-92. Synergy scores: CSS=31.7, Synergy_ZIP=-12.5, Synergy_Bliss=-4.59, Synergy_Loewe=-5.43, Synergy_HSA=-1.60. (3) Drug 1: C1CC(=O)NC(=O)C1N2C(=O)C3=CC=CC=C3C2=O. Drug 2: C1C(C(OC1N2C=NC(=NC2=O)N)CO)O. Cell line: UACC62. Synergy scores: CSS=5.99, Synergy_ZIP=-2.56, Synergy_Bliss=-0.946, Synergy_Loewe=-0.808, Synergy_HSA=0.298. (4) Drug 1: C1=NC2=C(N=C(N=C2N1C3C(C(C(O3)CO)O)O)F)N. Drug 2: CCN(CC)CCNC(=O)C1=C(NC(=C1C)C=C2C3=C(C=CC(=C3)F)NC2=O)C. Cell line: HS 578T. Synergy scores: CSS=8.54, Synergy_ZIP=-3.33, Synergy_Bliss=1.00, Synergy_Loewe=0.684, Synergy_HSA=1.36. (5) Drug 1: CCC1(CC2CC(C3=C(CCN(C2)C1)C4=CC=CC=C4N3)(C5=C(C=C6C(=C5)C78CCN9C7C(C=CC9)(C(C(C8N6C)(C(=O)OC)O)OC(=O)C)CC)OC)C(=O)OC)O.OS(=O)(=O)O. Drug 2: C1CN(CCN1C(=O)CCBr)C(=O)CCBr. Cell line: CAKI-1. Synergy scores: CSS=18.4, Synergy_ZIP=-3.89, Synergy_Bliss=-1.41, Synergy_Loewe=-3.89, Synergy_HSA=-4.09.